Dataset: Reaction yield outcomes from USPTO patents with 853,638 reactions. Task: Predict the reaction yield, written as a fraction of the theoretical maximum amount of product (1.0 means a 100% yield; for example, 0.34 means a 34% yield). The reactants are [CH2:1]([NH:8][C:9]1[C:10]2[S:18][CH:17]=[C:16](Br)[C:11]=2[N:12]=[C:13]([Cl:15])[N:14]=1)[C:2]1[CH:7]=[CH:6][CH:5]=[CH:4][CH:3]=1.[CH:20]1(NC2CCCCC2)CCCC[CH2:21]1.C([Si](C)(C)C)#C.[F-].C([N+](CCCC)(CCCC)CCCC)CCC.O1CCCC1. The catalyst is C(#N)C.Cl[Pd](Cl)([P](C1C=CC=CC=1)(C1C=CC=CC=1)C1C=CC=CC=1)[P](C1C=CC=CC=1)(C1C=CC=CC=1)C1C=CC=CC=1.[Cu]I. The product is [CH2:1]([NH:8][C:9]1[C:10]2[S:18][CH:17]=[C:16]([C:20]#[CH:21])[C:11]=2[N:12]=[C:13]([Cl:15])[N:14]=1)[C:2]1[CH:7]=[CH:6][CH:5]=[CH:4][CH:3]=1. The yield is 0.680.